This data is from Full USPTO retrosynthesis dataset with 1.9M reactions from patents (1976-2016). The task is: Predict the reactants needed to synthesize the given product. Given the product [NH2:1][C@H:2]1[C:7]([F:9])([F:8])[CH2:6][CH2:5][CH2:4][C@H:3]1[NH:10][C:11]1[N:12]=[C:13]([NH:26][C:25]2[CH:27]=[CH:28][C:22]([C:20]#[N:21])=[CH:23][CH:24]=2)[C:14]([C:17]#[N:18])=[N:15][CH:16]=1, predict the reactants needed to synthesize it. The reactants are: [NH2:1][C@H:2]1[C:7]([F:9])([F:8])[CH2:6][CH2:5][CH2:4][C@H:3]1[NH:10][C:11]1[N:12]=[C:13](Cl)[C:14]([C:17]#[N:18])=[N:15][CH:16]=1.[C:20]([C:22]1[CH:28]=[CH:27][C:25]([NH2:26])=[CH:24][CH:23]=1)#[N:21].C([O-])([O-])=O.[K+].[K+].C1C=CC(P(C2C(C3C(P(C4C=CC=CC=4)C4C=CC=CC=4)=CC=C4C=3C=CC=C4)=C3C(C=CC=C3)=CC=2)C2C=CC=CC=2)=CC=1.